Dataset: Reaction yield outcomes from USPTO patents with 853,638 reactions. Task: Predict the reaction yield, written as a fraction of the theoretical maximum amount of product (1.0 means a 100% yield; for example, 0.34 means a 34% yield). The reactants are C([N:8]1[CH2:13][C@H:12]([CH3:14])[CH2:11][C@H:10]([NH:15][C:16](=[O:22])[O:17][C:18]([CH3:21])([CH3:20])[CH3:19])[CH2:9]1)C1C=CC=CC=1.CC(O)=O. The catalyst is CCO.[Pd]. The product is [CH3:14][C@H:12]1[CH2:13][NH:8][CH2:9][C@@H:10]([NH:15][C:16](=[O:22])[O:17][C:18]([CH3:21])([CH3:20])[CH3:19])[CH2:11]1. The yield is 0.670.